Regression/Classification. Given a drug SMILES string, predict its absorption, distribution, metabolism, or excretion properties. Task type varies by dataset: regression for continuous measurements (e.g., permeability, clearance, half-life) or binary classification for categorical outcomes (e.g., BBB penetration, CYP inhibition). Dataset: cyp1a2_veith. From a dataset of CYP1A2 inhibition data for predicting drug metabolism from PubChem BioAssay. (1) The compound is CN1CCCCC1=NCCCn1cnc2c1c(=O)n(C)c(=O)n2C.Cl. The result is 0 (non-inhibitor). (2) The molecule is CN1C(=O)CCS(=O)(=O)[C@H]1c1ccc(Cl)cc1. The result is 0 (non-inhibitor). (3) The molecule is Cc1ccccc1-c1cncnc1NCc1ccccc1. The result is 1 (inhibitor). (4) The compound is Cc1nn(CC(=O)NCCN2CCOCC2)c(C)c1[N+](=O)[O-]. The result is 0 (non-inhibitor). (5) The drug is CC(C)=CCC/C(C)=C/CC/C(C)=C/CC/C(C)=C/C[C@@H]1C(=O)c2ccccc2C(=O)[C@@H]1C. The result is 1 (inhibitor). (6) The drug is COC(=O)N/N=C\C=C\c1ccc2c(c1)OCO2. The result is 0 (non-inhibitor).